From a dataset of Catalyst prediction with 721,799 reactions and 888 catalyst types from USPTO. Predict which catalyst facilitates the given reaction. Reactant: C(OC([N:8]1[CH2:13][CH2:12][CH:11]([O:14][C:15]2[CH:16]=[C:17]3[C:22](=[CH:23][C:24]=2[Br:25])[C:21](=[O:26])[N:20](CC2C=CC(OC)=CC=2)[CH:19]=[CH:18]3)[CH2:10][CH2:9]1)=O)(C)(C)C. Product: [Br:25][C:24]1[CH:23]=[C:22]2[C:17]([CH:18]=[CH:19][NH:20][C:21]2=[O:26])=[CH:16][C:15]=1[O:14][CH:11]1[CH2:12][CH2:13][NH:8][CH2:9][CH2:10]1. The catalyst class is: 55.